Dataset: Peptide-MHC class II binding affinity with 134,281 pairs from IEDB. Task: Regression. Given a peptide amino acid sequence and an MHC pseudo amino acid sequence, predict their binding affinity value. This is MHC class II binding data. (1) The peptide sequence is TYGDKWLDAKSTWYG. The MHC is HLA-DQA10104-DQB10503 with pseudo-sequence HLA-DQA10104-DQB10503. The binding affinity (normalized) is 0.584. (2) The peptide sequence is CGMFTNRSGSQQW. The MHC is DRB5_0101 with pseudo-sequence DRB5_0101. The binding affinity (normalized) is 0. (3) The peptide sequence is KNVLKVGRLSAEELM. The MHC is DRB4_0101 with pseudo-sequence DRB4_0103. The binding affinity (normalized) is 0.394. (4) The peptide sequence is TPGQCNMVVERLGDY. The MHC is DRB1_1201 with pseudo-sequence DRB1_1201. The binding affinity (normalized) is 0.268. (5) The peptide sequence is SQDLELSWNLNSLQAY. The MHC is DRB1_0401 with pseudo-sequence DRB1_0401. The binding affinity (normalized) is 0.758. (6) The peptide sequence is GAQLGELYYAIYKAS. The MHC is HLA-DQA10301-DQB10302 with pseudo-sequence HLA-DQA10301-DQB10302. The binding affinity (normalized) is 0.234. (7) The peptide sequence is MSSKFPELGMNASHC. The MHC is DRB1_0101 with pseudo-sequence DRB1_0101. The binding affinity (normalized) is 0.208. (8) The peptide sequence is WGAIWRIDTPEVLKG. The MHC is DRB4_0101 with pseudo-sequence DRB4_0103. The binding affinity (normalized) is 0.480. (9) The peptide sequence is LVGPTPVNIIGRNLMTQIGC. The MHC is HLA-DPA10301-DPB10402 with pseudo-sequence HLA-DPA10301-DPB10402. The binding affinity (normalized) is 0.162. (10) The peptide sequence is RTFVATFGAASNKAF. The MHC is HLA-DPA10201-DPB11401 with pseudo-sequence HLA-DPA10201-DPB11401. The binding affinity (normalized) is 0.576.